This data is from Full USPTO retrosynthesis dataset with 1.9M reactions from patents (1976-2016). The task is: Predict the reactants needed to synthesize the given product. (1) Given the product [F:1][C:2]1[CH:3]=[CH:4][C:5]([CH2:6][O:7][CH2:8][CH2:9][O:10][S:21]([CH3:20])(=[O:23])=[O:22])=[CH:11][CH:12]=1, predict the reactants needed to synthesize it. The reactants are: [F:1][C:2]1[CH:12]=[CH:11][C:5]([CH2:6][O:7][CH2:8][CH2:9][OH:10])=[CH:4][CH:3]=1.C(N(CC)CC)C.[CH3:20][S:21](Cl)(=[O:23])=[O:22]. (2) The reactants are: [CH2:1]([N:8]1[C:16]2[C:15](=[O:17])[NH:14][C:13](=[O:18])[NH:12][C:11]=2[N:10]=[CH:9]1)[C:2]1[CH:7]=[CH:6][CH:5]=[CH:4][CH:3]=1.C(=O)([O-])[O-].[K+].[K+].[CH2:25](I)[CH2:26][CH2:27][CH3:28].C(O)(=O)C. Given the product [CH2:1]([N:8]1[C:16]2[C:15](=[O:17])[NH:14][C:13](=[O:18])[N:12]([CH2:25][CH2:26][CH2:27][CH3:28])[C:11]=2[N:10]=[CH:9]1)[C:2]1[CH:7]=[CH:6][CH:5]=[CH:4][CH:3]=1, predict the reactants needed to synthesize it. (3) Given the product [CH2:25]([O:24][C:22]([C:5]1[N:6]([CH2:7][O:8][CH2:9][CH2:10][Si:11]([CH3:13])([CH3:12])[CH3:14])[C:2]([CH3:1])=[CH:3][N:4]=1)=[O:23])[CH3:26], predict the reactants needed to synthesize it. The reactants are: [CH3:1][C:2]1[N:6]([CH2:7][O:8][CH2:9][CH2:10][Si:11]([CH3:14])([CH3:13])[CH3:12])[CH:5]=[N:4][CH:3]=1.[Li]CCCC.C([C:22]([O:24][CH2:25][CH3:26])=[O:23])#N. (4) The reactants are: [N:1]([CH2:4][CH:5]([OH:29])[CH2:6][O:7][C:8]1([CH3:28])[C:16]2[C:17]([O:26][CH3:27])=[N:18][C:19]3[C:24]([C:15]=2[C:14]2[C:9]1=[CH:10][CH:11]=[CH:12][CH:13]=2)=[CH:23][C:22]([Br:25])=[CH:21][CH:20]=3)=[N+]=[N-].[C:30]1(P(C2C=CC=CC=2)C2C=CC=CC=2)C=CC=CC=1.[CH3:49][O:50][C:51]1[CH:56]=[CH:55][CH:54]=[CH:53][C:52]=1[N:57]=[C:58]=O. Given the product [Br:25][C:22]1[CH:23]=[C:24]2[C:19](=[CH:20][CH:21]=1)[N:18]=[C:17]([O:26][CH3:27])[C:16]1[C:8]([CH3:28])([O:7][CH2:6][CH:5]([O:29][CH3:30])[CH2:4][N:1]=[C:58]=[N:57][C:52]3[CH:53]=[CH:54][CH:55]=[CH:56][C:51]=3[O:50][CH3:49])[C:9]3[C:14]([C:15]2=1)=[CH:13][CH:12]=[CH:11][CH:10]=3, predict the reactants needed to synthesize it. (5) The reactants are: [C:1]1([S:7]([N:10]2[C:14]3=[N:15][CH:16]=[C:17]([N+:20]([O-:22])=[O:21])[C:18](Cl)=[C:13]3[CH:12]=[CH:11]2)(=[O:9])=[O:8])[CH:6]=[CH:5][CH:4]=[CH:3][CH:2]=1.[CH:23]12[CH2:29][CH:26]([CH2:27][CH2:28]1)[CH2:25][CH:24]2[NH2:30].C(N(C(C)C)CC)(C)C. Given the product [C:1]1([S:7]([N:10]2[C:14]3=[N:15][CH:16]=[C:17]([N+:20]([O-:22])=[O:21])[C:18]([NH:30][CH:24]4[CH2:25][CH:26]5[CH2:29][CH:23]4[CH2:28][CH2:27]5)=[C:13]3[CH:12]=[CH:11]2)(=[O:9])=[O:8])[CH:6]=[CH:5][CH:4]=[CH:3][CH:2]=1, predict the reactants needed to synthesize it. (6) The reactants are: [F:1][C:2]1[CH:9]=[CH:8][C:5]([CH2:6][NH2:7])=[CH:4][C:3]=1[C:10]1[CH:11]=[N:12][C:13]([C:16]([F:19])([F:18])[F:17])=[N:14][CH:15]=1.[F:20][C:21]1[CH:26]=[CH:25][C:24]([S:27]([N:30]([CH2:34][C:35](O)=[O:36])[CH:31]([CH3:33])[CH3:32])(=[O:29])=[O:28])=[CH:23][CH:22]=1.CN(C(ON1N=NC2C=CC=NC1=2)=[N+](C)C)C.F[P-](F)(F)(F)(F)F.C(N(CC)C(C)C)(C)C.OS([O-])(=O)=O.[K+]. Given the product [F:20][C:21]1[CH:22]=[CH:23][C:24]([S:27]([N:30]([CH:31]([CH3:33])[CH3:32])[CH2:34][C:35]([NH:7][CH2:6][C:5]2[CH:8]=[CH:9][C:2]([F:1])=[C:3]([C:10]3[CH:15]=[N:14][C:13]([C:16]([F:19])([F:17])[F:18])=[N:12][CH:11]=3)[CH:4]=2)=[O:36])(=[O:28])=[O:29])=[CH:25][CH:26]=1, predict the reactants needed to synthesize it. (7) Given the product [CH3:3][O:4][C:5]1[CH:6]=[CH:7][CH:8]=[C:9]2[C:13]=1[CH:12]([NH:14][C:15]1[C:20](/[CH:21]=[CH:28]/[C:27]([O:26][CH2:30][CH3:29])=[O:25])=[CH:19][N:18]=[C:17]([S:23][CH3:24])[N:16]=1)[CH2:11][CH2:10]2, predict the reactants needed to synthesize it. The reactants are: [H-].[Na+].[CH3:3][O:4][C:5]1[CH:6]=[CH:7][CH:8]=[C:9]2[C:13]=1[CH:12]([NH:14][C:15]1[C:20]([CH:21]=O)=[CH:19][N:18]=[C:17]([S:23][CH3:24])[N:16]=1)[CH2:11][CH2:10]2.[OH2:25].[O:26]1[CH2:30][CH2:29][CH2:28][CH2:27]1. (8) Given the product [NH2:15][CH2:3][CH:2]([OH:1])[CH2:4][N:5]1[CH2:14][CH2:13][C:12]2[C:7](=[CH:8][CH:9]=[CH:10][CH:11]=2)[CH2:6]1, predict the reactants needed to synthesize it. The reactants are: [O:1]1[CH2:3][CH:2]1[CH2:4][N:5]1[CH2:14][CH2:13][C:12]2[C:7](=[CH:8][CH:9]=[CH:10][CH:11]=2)[CH2:6]1.[NH3:15]. (9) Given the product [CH2:1]([O:8][C:9]1[CH:14]=[CH:13][C:12]([CH:15]([N+:16]#[C-:17])[S:19]([C:22]2[CH:23]=[CH:24][C:25]([CH3:26])=[CH:27][CH:28]=2)(=[O:21])=[O:20])=[CH:11][CH:10]=1)[C:2]1[CH:7]=[CH:6][CH:5]=[CH:4][CH:3]=1, predict the reactants needed to synthesize it. The reactants are: [CH2:1]([O:8][C:9]1[CH:14]=[CH:13][C:12]([CH:15]([S:19]([C:22]2[CH:28]=[CH:27][C:25]([CH3:26])=[CH:24][CH:23]=2)(=[O:21])=[O:20])[NH:16][CH:17]=O)=[CH:11][CH:10]=1)[C:2]1[CH:7]=[CH:6][CH:5]=[CH:4][CH:3]=1.O=P(Cl)(Cl)Cl.C(N(CC)CC)C.O. (10) Given the product [Cl:1][C:2]1[CH:7]=[CH:6][C:5]([C:8]2[C:9]([CH3:15])([CH3:14])[CH2:10][N:11]([C:16]([O:18][C:19]([CH3:22])([CH3:21])[CH3:20])=[O:17])[CH2:12][CH:13]=2)=[CH:4][CH:3]=1, predict the reactants needed to synthesize it. The reactants are: [Cl:1][C:2]1[CH:7]=[CH:6][C:5]([C:8]2[C:9]([CH3:15])([CH3:14])[CH2:10][NH:11][CH2:12][CH:13]=2)=[CH:4][CH:3]=1.[C:16](O[C:16]([O:18][C:19]([CH3:22])([CH3:21])[CH3:20])=[O:17])([O:18][C:19]([CH3:22])([CH3:21])[CH3:20])=[O:17].